Dataset: Catalyst prediction with 721,799 reactions and 888 catalyst types from USPTO. Task: Predict which catalyst facilitates the given reaction. (1) Reactant: [H-].[Na+].[C:3]1([OH:9])[CH:8]=[CH:7][CH:6]=[CH:5][CH:4]=1.[Br:10][C:11]1[CH:18]=[CH:17][C:14]([C:15]#[N:16])=[C:13](F)[CH:12]=1.[OH-].[Na+]. Product: [Br:10][C:11]1[CH:18]=[CH:17][C:14]([C:15]#[N:16])=[C:13]([O:9][C:3]2[CH:8]=[CH:7][CH:6]=[CH:5][CH:4]=2)[CH:12]=1. The catalyst class is: 3. (2) Reactant: [OH:1][CH2:2][C:3]1[NH:4][C:5]2[C:10]([CH:11]=1)=[CH:9][C:8]([C:12]#[N:13])=[CH:7][CH:6]=2. Product: [CH:2]([C:3]1[NH:4][C:5]2[C:10]([CH:11]=1)=[CH:9][C:8]([C:12]#[N:13])=[CH:7][CH:6]=2)=[O:1]. The catalyst class is: 704. (3) Reactant: [C:1]1([CH2:7][CH2:8][C:9]([NH:11][NH2:12])=[O:10])[CH:6]=[CH:5][CH:4]=[CH:3][CH:2]=1.C(N(CC)CC)C.Cl[C:21](=[O:27])[C:22]([O:24][CH2:25][CH3:26])=[O:23]. Product: [O:27]=[C:21]([NH:12][NH:11][C:9](=[O:10])[CH2:8][CH2:7][C:1]1[CH:6]=[CH:5][CH:4]=[CH:3][CH:2]=1)[C:22]([O:24][CH2:25][CH3:26])=[O:23]. The catalyst class is: 22. (4) Reactant: C([NH:8][CH2:9][C:10]1([CH3:24])[C:23]2[CH:22]=[CH:21][CH:20]=[CH:19][C:18]=2[O:17][C:16]2[C:11]1=[CH:12][CH:13]=[CH:14][CH:15]=2)C1C=CC=CC=1.C([O-])=O.[NH4+]. Product: [CH3:24][C:10]1([CH2:9][NH2:8])[C:23]2[CH:22]=[CH:21][CH:20]=[CH:19][C:18]=2[O:17][C:16]2[C:11]1=[CH:12][CH:13]=[CH:14][CH:15]=2. The catalyst class is: 43. (5) Reactant: Cl[C:2]1[CH:7]=[C:6]([NH:8][C:9]2[CH:14]=[CH:13][C:12]([S:15]([NH2:18])(=[O:17])=[O:16])=[CH:11][CH:10]=2)[N:5]2[N:19]=[CH:20][N:21]=[C:4]2[N:3]=1.[CH2:22]([NH:24][CH2:25][CH3:26])[CH3:23]. Product: [CH2:22]([N:24]([CH2:25][CH3:26])[C:2]1[CH:7]=[C:6]([NH:8][C:9]2[CH:14]=[CH:13][C:12]([S:15]([NH2:18])(=[O:17])=[O:16])=[CH:11][CH:10]=2)[N:5]2[N:19]=[CH:20][N:21]=[C:4]2[N:3]=1)[CH3:23]. The catalyst class is: 8.